From a dataset of Full USPTO retrosynthesis dataset with 1.9M reactions from patents (1976-2016). Predict the reactants needed to synthesize the given product. (1) Given the product [OH:15][C@H:16]([C:20]1[CH:25]=[CH:24][CH:23]=[CH:22][CH:21]=1)[C:17]([OH:19])=[O:18].[Cl:2][C:3]1[CH:4]=[C:5]([C@H:10]2[CH2:14][CH2:13][NH:12][CH2:11]2)[CH:6]=[C:7]([Cl:9])[CH:8]=1, predict the reactants needed to synthesize it. The reactants are: O.[Cl:2][C:3]1[CH:4]=[C:5]([CH:10]2[CH2:14][CH2:13][NH:12][CH2:11]2)[CH:6]=[C:7]([Cl:9])[CH:8]=1.[OH:15][C@H:16]([C:20]1[CH:25]=[CH:24][CH:23]=[CH:22][CH:21]=1)[C:17]([OH:19])=[O:18]. (2) Given the product [C:1]([C:5]1[CH:10]=[CH:9][C:8]([N:18]([CH2:2][CH2:1][CH2:5][CH2:6][CH2:7][CH3:8])[C:12]2[CH:17]=[CH:16][C:15]([C:20]([CH3:23])([CH3:21])[CH3:19])=[CH:14][CH:13]=2)=[CH:7][CH:6]=1)([CH3:4])([CH3:3])[CH3:2], predict the reactants needed to synthesize it. The reactants are: [C:1]([C:5]1[CH:10]=[CH:9][C:8](Br)=[CH:7][CH:6]=1)([CH3:4])([CH3:3])[CH3:2].[CH2:12]([NH2:18])[CH2:13][CH2:14][CH2:15][CH2:16][CH3:17].[CH3:19][C:20]([CH3:23])([O-])[CH3:21].[Na+].